From a dataset of TCR-epitope binding with 47,182 pairs between 192 epitopes and 23,139 TCRs. Binary Classification. Given a T-cell receptor sequence (or CDR3 region) and an epitope sequence, predict whether binding occurs between them. (1) The epitope is FIAGLIAIV. Result: 0 (the TCR does not bind to the epitope). The TCR CDR3 sequence is CASSLGTDTRTDTQYF. (2) The epitope is PKYVKQNTLKLAT. The TCR CDR3 sequence is CASPQGFPNYEQYF. Result: 1 (the TCR binds to the epitope). (3) The epitope is KLSYGIATV. The TCR CDR3 sequence is CASSQEPGLAHEQFF. Result: 1 (the TCR binds to the epitope). (4) The TCR CDR3 sequence is CASSLGAAGRELFF. Result: 0 (the TCR does not bind to the epitope). The epitope is GTITVEELK. (5) The epitope is DPFRLLQNSQVFS. The TCR CDR3 sequence is CASSLEGTNEKLFF. Result: 0 (the TCR does not bind to the epitope). (6) The epitope is ATDALMTGY. The TCR CDR3 sequence is CASSSAVIVPGELFF. Result: 1 (the TCR binds to the epitope). (7) The epitope is FPPTSFGPL. The TCR CDR3 sequence is CASSQDRASGETQYF. Result: 1 (the TCR binds to the epitope). (8) The epitope is RPPIFIRRL. The TCR CDR3 sequence is CASSAGVTPYEQYF. Result: 0 (the TCR does not bind to the epitope). (9) The epitope is TAFTIPSI. The TCR CDR3 sequence is CASSVAGGDEQFF. Result: 0 (the TCR does not bind to the epitope). (10) The epitope is LLMPILTLT. The TCR CDR3 sequence is CASSYPSTEAFF. Result: 0 (the TCR does not bind to the epitope).